Dataset: Reaction yield outcomes from USPTO patents with 853,638 reactions. Task: Predict the reaction yield, written as a fraction of the theoretical maximum amount of product (1.0 means a 100% yield; for example, 0.34 means a 34% yield). (1) The catalyst is O1CCCC1. The reactants are C([Li])CCC.Br[C:7]1[S:11][C:10]([CH:12]2[O:16][CH2:15][CH2:14][O:13]2)=[CH:9][CH:8]=1.[Cl:17][C:18]1[CH:19]=[C:20]([CH:23]=[CH:24][CH:25]=1)[CH2:21]Br. The product is [Cl:17][C:18]1[CH:19]=[C:20]([CH:23]=[CH:24][CH:25]=1)[CH2:21][C:7]1[S:11][C:10]([CH:12]2[O:16][CH2:15][CH2:14][O:13]2)=[CH:9][CH:8]=1. The yield is 0.190. (2) The reactants are [N+:1]([C:4]1[C:5](O)=[N:6][C:7]([C:10]2[CH:11]=[N:12][N:13]3[CH:18]=[CH:17][N:16]=[CH:15][C:14]=23)=[N:8][CH:9]=1)([O-:3])=[O:2].P(Cl)(Cl)([Cl:22])=O. No catalyst specified. The product is [Cl:22][C:5]1[C:4]([N+:1]([O-:3])=[O:2])=[CH:9][N:8]=[C:7]([C:10]2[CH:11]=[N:12][N:13]3[CH:18]=[CH:17][N:16]=[CH:15][C:14]=23)[N:6]=1. The yield is 0.860. (3) The catalyst is C(Cl)Cl. The reactants are [N:1]1[NH:2][N:3]=[N:4][C:5]=1[C:6]1[CH:7]=[C:8]([NH:16][C:17](=[O:45])[CH2:18][C:19]2[CH:24]=[CH:23][C:22]([C:25]3[CH:26]=[N:27][C:28]([O:34]CC4C=CC(OC)=CC=4)=[C:29]([O:31][CH2:32][CH3:33])[CH:30]=3)=[CH:21][C:20]=2[F:44])[CH:9]=[C:10]([C:12]([F:15])([F:14])[F:13])[CH:11]=1.C(O)(C(F)(F)F)=O. The yield is 0.208. The product is [N:4]1[NH:3][N:2]=[N:1][C:5]=1[C:6]1[CH:7]=[C:8]([NH:16][C:17](=[O:45])[CH2:18][C:19]2[CH:24]=[CH:23][C:22]([C:25]3[CH:30]=[C:29]([O:31][CH2:32][CH3:33])[C:28](=[O:34])[NH:27][CH:26]=3)=[CH:21][C:20]=2[F:44])[CH:9]=[C:10]([C:12]([F:14])([F:13])[F:15])[CH:11]=1.